This data is from Forward reaction prediction with 1.9M reactions from USPTO patents (1976-2016). The task is: Predict the product of the given reaction. (1) Given the reactants C(OC([N:8]1[CH2:12][C@H:11]([C:13]2[CH:18]=[CH:17][CH:16]=[C:15]([F:19])[CH:14]=2)[C@@H:10]([C@H:20]([N:22]2[CH2:27][CH2:26][CH:25]([C:28]3[C:29]([CH2:36][CH3:37])=[N:30][N:31]([CH2:34][CH3:35])[C:32]=3[CH3:33])[CH2:24][CH2:23]2)[CH3:21])[CH2:9]1)=O)(C)(C)C.N1CCCCC1, predict the reaction product. The product is: [CH2:34]([N:31]1[C:32]([CH3:33])=[C:28]([CH:25]2[CH2:24][CH2:23][N:22]([C@@H:20]([C@@H:10]3[C@@H:11]([C:13]4[CH:18]=[CH:17][CH:16]=[C:15]([F:19])[CH:14]=4)[CH2:12][NH:8][CH2:9]3)[CH3:21])[CH2:27][CH2:26]2)[C:29]([CH2:36][CH3:37])=[N:30]1)[CH3:35]. (2) Given the reactants C(N(CC)CC)C.[CH3:8][O:9][CH:10]([O:28][CH3:29])[CH2:11][N:12]1[C:17](=[O:18])[C:16]([C:19](O)=[O:20])=[CH:15][N:14]=[C:13]1[C:22]1[CH:27]=[CH:26][CH:25]=[CH:24][CH:23]=1.C(Cl)(=O)OCC(C)C.[NH2:38][OH:39], predict the reaction product. The product is: [OH:39][NH:38][C:19]([C:16]1[C:17](=[O:18])[N:12]([CH2:11][CH:10]([O:28][CH3:29])[O:9][CH3:8])[C:13]([C:22]2[CH:27]=[CH:26][CH:25]=[CH:24][CH:23]=2)=[N:14][CH:15]=1)=[O:20]. (3) Given the reactants [NH2:1][C:2]1[S:3][C:4]([C:8]2[CH:13]=[CH:12][N:11]=[C:10]([NH:14][C:15]3[CH:20]=[CH:19][CH:18]=[C:17]([N+:21]([O-:23])=[O:22])[CH:16]=3)[N:9]=2)=[C:5]([CH3:7])[N:6]=1.[Cl:24][CH2:25][C:26](Cl)=[O:27].N1C=CC=CC=1, predict the reaction product. The product is: [Cl:24][CH2:25][C:26]([NH:1][C:2]1[S:3][C:4]([C:8]2[CH:13]=[CH:12][N:11]=[C:10]([NH:14][C:15]3[CH:20]=[CH:19][CH:18]=[C:17]([N+:21]([O-:23])=[O:22])[CH:16]=3)[N:9]=2)=[C:5]([CH3:7])[N:6]=1)=[O:27]. (4) Given the reactants [CH3:1][O:2][C:3]1[CH:4]=[C:5]([S:11]([N:14]2[CH2:19][CH2:18][CH2:17][CH:16]([NH:20][S:21]([C:24]3[CH:29]=[CH:28][C:27]([O:30][CH3:31])=[C:26]([O:32][CH3:33])[CH:25]=3)(=[O:23])=[O:22])[CH2:15]2)(=[O:13])=[O:12])[CH:6]=[CH:7][C:8]=1[O:9][CH3:10].Cl.Cl.N[CH:37]1CCCN[CH2:38]1.COC1C=C(S(Cl)(=O)=O)C=CC=1OC.CCN(C(C)C)C(C)C, predict the reaction product. The product is: [CH3:1][O:2][C:3]1[CH:4]=[C:5]([S:11]([N:14]2[CH2:19][CH2:18][CH2:17][CH:16]([N:20]([CH2:37][CH3:38])[S:21]([C:24]3[CH:29]=[CH:28][C:27]([O:30][CH3:31])=[C:26]([O:32][CH3:33])[CH:25]=3)(=[O:23])=[O:22])[CH2:15]2)(=[O:12])=[O:13])[CH:6]=[CH:7][C:8]=1[O:9][CH3:10]. (5) Given the reactants [Br:1][C:2]1[CH:40]=[CH:39][C:5]([CH2:6][N:7]2[C:13]3[CH:14]=[CH:15][CH:16]=[CH:17][C:12]=3[N:11]([C:18]3[CH:23]=[CH:22][C:21]([CH2:24][NH:25][C:26]([O:28][C:29]([CH3:32])([CH3:31])[CH3:30])=[O:27])=[CH:20][CH:19]=3)[C:10](=[O:33])[CH:9]([CH2:34][C:35](O)=[O:36])[C:8]2=[O:38])=[CH:4][CH:3]=1.[F:41][C:42]1[CH:49]=[CH:48][CH:47]=[CH:46][C:43]=1[CH2:44][NH2:45].P(C#N)(OCC)(OCC)=O.C(N(CC)CC)C, predict the reaction product. The product is: [F:41][C:42]1[CH:49]=[CH:48][CH:47]=[CH:46][C:43]=1[CH2:44][NH:45][C:35](=[O:36])[CH2:34][CH:9]1[C:10](=[O:33])[N:11]([C:18]2[CH:19]=[CH:20][C:21]([CH2:24][NH:25][C:26]([O:28][C:29]([CH3:30])([CH3:31])[CH3:32])=[O:27])=[CH:22][CH:23]=2)[C:12]2[CH:17]=[CH:16][CH:15]=[CH:14][C:13]=2[N:7]([CH2:6][C:5]2[CH:4]=[CH:3][C:2]([Br:1])=[CH:40][CH:39]=2)[C:8]1=[O:38]. (6) The product is: [CH:1]([C:4]1[CH:10]=[C:9]([N+:11]([O-:13])=[O:12])[CH:8]=[C:7]([CH:14]([CH3:16])[CH3:15])[C:5]=1[N:6]1[C:22]([CH3:24])=[CH:21][CH:20]=[C:18]1[CH3:17])([CH3:3])[CH3:2]. Given the reactants [CH:1]([C:4]1[CH:10]=[C:9]([N+:11]([O-:13])=[O:12])[CH:8]=[C:7]([CH:14]([CH3:16])[CH3:15])[C:5]=1[NH2:6])([CH3:3])[CH3:2].[CH3:17][C:18]([CH2:20][CH2:21][C:22]([CH3:24])=O)=O.CC1C=CC(S(O)(=O)=O)=CC=1, predict the reaction product.